From a dataset of NCI-60 drug combinations with 297,098 pairs across 59 cell lines. Regression. Given two drug SMILES strings and cell line genomic features, predict the synergy score measuring deviation from expected non-interaction effect. Drug 1: CS(=O)(=O)C1=CC(=C(C=C1)C(=O)NC2=CC(=C(C=C2)Cl)C3=CC=CC=N3)Cl. Drug 2: CC1=C(C(=O)C2=C(C1=O)N3CC4C(C3(C2COC(=O)N)OC)N4)N. Cell line: HOP-92. Synergy scores: CSS=13.6, Synergy_ZIP=-1.77, Synergy_Bliss=3.52, Synergy_Loewe=-5.59, Synergy_HSA=1.03.